The task is: Predict which catalyst facilitates the given reaction.. This data is from Catalyst prediction with 721,799 reactions and 888 catalyst types from USPTO. Reactant: [OH:1][C:2]1[CH:7]=[CH:6][C:5]([S:8]([NH2:11])(=[O:10])=[O:9])=[CH:4][CH:3]=1.[Br:12][CH2:13][CH2:14][CH2:15]Br.C(=O)([O-])[O-].[K+].[K+]. Product: [Br:12][CH2:13][CH2:14][CH2:15][O:1][C:2]1[CH:7]=[CH:6][C:5]([S:8]([NH2:11])(=[O:9])=[O:10])=[CH:4][CH:3]=1. The catalyst class is: 10.